This data is from CYP2D6 inhibition data for predicting drug metabolism from PubChem BioAssay. The task is: Regression/Classification. Given a drug SMILES string, predict its absorption, distribution, metabolism, or excretion properties. Task type varies by dataset: regression for continuous measurements (e.g., permeability, clearance, half-life) or binary classification for categorical outcomes (e.g., BBB penetration, CYP inhibition). Dataset: cyp2d6_veith. (1) The compound is O=C(O)CCNc1ccccc1C(=O)O. The result is 0 (non-inhibitor). (2) The compound is CNc1csc(C)c(C)c1=O. The result is 0 (non-inhibitor). (3) The result is 0 (non-inhibitor). The compound is COCCn1c(=O)c(-c2cn(C)c3ccccc23)nc2cnc(Oc3ccc(OC)cc3)nc21. (4) The drug is CS(=O)(=O)N1CCC[C@@]2(CCN(c3ncccn3)C2)C1. The result is 0 (non-inhibitor). (5) The molecule is Cc1cc2c(nc1C)CCCCN2C[C@H](C)O/N=C1\[C@@H]2CCn3c(=O)n(-c4ccccc4)c(=O)n3[C@H]2[C@H](O)[C@H]2O[C@H]12. The result is 1 (inhibitor). (6) The molecule is CN1CCCN(C2C3CC4CC(C3)CC2C4)CC1. The result is 0 (non-inhibitor). (7) The drug is c1cncc(CNc2ccnc(-c3cccnc3)n2)c1. The result is 1 (inhibitor).